Dataset: Full USPTO retrosynthesis dataset with 1.9M reactions from patents (1976-2016). Task: Predict the reactants needed to synthesize the given product. (1) Given the product [CH:1]([C@@H:4]1[C:9]([O:10][CH3:11])=[N:8][C@@H:7]([CH2:25][C:26]2[CH:31]=[CH:30][C:29]([N+:32]([O-:34])=[O:33])=[C:28]([O:35][CH2:36][CH2:37][CH3:38])[CH:27]=2)[C:6]([O:12][CH3:13])=[N:5]1)([CH3:3])[CH3:2], predict the reactants needed to synthesize it. The reactants are: [CH:1]([C@@H:4]1[C:9]([O:10][CH3:11])=[N:8][CH2:7][C:6]([O:12][CH3:13])=[N:5]1)([CH3:3])[CH3:2].[Li]CCCC.C([Cu])#N.[Li+].[Cl-].Br[CH2:25][C:26]1[CH:31]=[CH:30][C:29]([N+:32]([O-:34])=[O:33])=[C:28]([O:35][CH2:36][CH2:37][CH3:38])[CH:27]=1. (2) Given the product [Si:26]([O:25][CH2:24][CH2:23][O:21][C:18]1[CH:17]=[CH:16][C:15]([C@@H:14]2[O:7][C:6](=[O:5])[NH:8][C@H:9]2[CH2:10][O:12][Si:26]([C:29]([CH3:32])([CH3:31])[CH3:30])([CH3:28])[CH3:27])=[CH:20][CH:19]=1)([C:29]([CH3:32])([CH3:31])[CH3:30])([CH3:28])[CH3:27], predict the reactants needed to synthesize it. The reactants are: C([O:5][C:6]([NH:8][C@H:9]([CH2:14][C:15]1[CH:20]=[CH:19][C:18]([OH:21])=[CH:17][CH:16]=1)[C:10]([O:12]C)=O)=[O:7])(C)(C)C.Br[CH2:23][CH2:24][O:25][Si:26]([C:29]([CH3:32])([CH3:31])[CH3:30])([CH3:28])[CH3:27]. (3) Given the product [CH3:20][O:19][C:16]1[CH:17]=[CH:18][C:13]2[O:12][C:5]3[C:6]4[C:11](=[CH:10][CH:9]=[CH:8][CH:7]=4)[C:2]([Cl:21])=[N:3][C:4]=3[C:14]=2[CH:15]=1, predict the reactants needed to synthesize it. The reactants are: O[C:2]1[C:11]2[C:6](=[CH:7][CH:8]=[CH:9][CH:10]=2)[C:5]2[O:12][C:13]3[CH:18]=[CH:17][C:16]([O:19][CH3:20])=[CH:15][C:14]=3[C:4]=2[N:3]=1.[Cl:21]C1C=C2C(C3OC4C=CC=CC=4C=3N=C2O)=CC=1. (4) Given the product [ClH:23].[C:8]([O:12][C:13](=[O:39])[CH2:14][N:15]([S:24]([C:27]1[CH:36]=[C:35]2[C:30]([C:31]([Cl:38])=[CH:32][N:33]=[C:34]2[NH:6][C:5]([NH2:7])=[NH:4])=[CH:29][CH:28]=1)(=[O:25])=[O:26])[CH2:16][C:17]1[CH:22]=[CH:21][CH:20]=[C:19]([Cl:23])[CH:18]=1)([CH3:11])([CH3:9])[CH3:10], predict the reactants needed to synthesize it. The reactants are: [H-].[Na+].Cl.[NH2:4][C:5]([NH2:7])=[NH:6].[C:8]([O:12][C:13](=[O:39])[CH2:14][N:15]([S:24]([C:27]1[CH:36]=[C:35]2[C:30]([C:31]([Cl:38])=[CH:32][N:33]=[C:34]2Cl)=[CH:29][CH:28]=1)(=[O:26])=[O:25])[CH2:16][C:17]1[CH:22]=[CH:21][CH:20]=[C:19]([Cl:23])[CH:18]=1)([CH3:11])([CH3:10])[CH3:9]. (5) The reactants are: [Cl:1][C:2]1[CH:8]=[CH:7][C:5]([NH2:6])=[CH:4][CH:3]=1.[C:9]([O:12][CH2:13][CH2:14]Br)(=[O:11])[CH3:10].C(=O)([O-])[O-].[K+].[K+]. Given the product [CH2:13]([O:12][C:9](=[O:11])[CH2:10][NH:6][C:5]1[CH:7]=[CH:8][C:2]([Cl:1])=[CH:3][CH:4]=1)[CH3:14], predict the reactants needed to synthesize it.